This data is from Full USPTO retrosynthesis dataset with 1.9M reactions from patents (1976-2016). The task is: Predict the reactants needed to synthesize the given product. (1) Given the product [F:24][C:14]1[C:13]([CH:11]([C:8]2[N:6]3[N:7]=[C:2]([N:42]4[CH2:43][CH2:44][N:39]([CH:34]5[CH2:38][CH2:37][CH2:36][CH2:35]5)[C:40](=[O:45])[CH2:41]4)[CH:3]=[CH:4][C:5]3=[N:10][CH:9]=2)[CH3:12])=[C:22]([F:23])[CH:21]=[C:20]2[C:15]=1[CH:16]=[CH:17][CH:18]=[N:19]2, predict the reactants needed to synthesize it. The reactants are: Cl[C:2]1[CH:3]=[CH:4][C:5]2[N:6]([C:8]([CH:11]([C:13]3[C:14]([F:24])=[C:15]4[C:20](=[CH:21][C:22]=3[F:23])[N:19]=[CH:18][CH:17]=[CH:16]4)[CH3:12])=[CH:9][N:10]=2)[N:7]=1.[F-].[K+].OC(C(F)(F)F)=O.[CH:34]1([N:39]2[CH2:44][CH2:43][NH:42][CH2:41][C:40]2=[O:45])[CH2:38][CH2:37][CH2:36][CH2:35]1. (2) The reactants are: N1[CH2:6][CH2:5][CH:4]([CH2:7][OH:8])CC1.N1([CH:15]=[CH:16][C:17]([O:19][C:20]2[CH:25]=[CH:24][C:23]([C:26]3[CH:31]=[CH:30][CH:29]=[CH:28][CH:27]=3)=[CH:22][CH:21]=2)=[O:18])CCCCC1.[CH2:32]1COC[CH2:33]1. Given the product [O:8]([CH:15]=[CH:16][C:17]([O:19][C:20]1[CH:21]=[CH:22][C:23]([C:26]2[CH:27]=[CH:28][CH:29]=[CH:30][CH:31]=2)=[CH:24][CH:25]=1)=[O:18])[C:7]1[CH:4]=[CH:5][CH:6]=[CH:33][CH:32]=1, predict the reactants needed to synthesize it. (3) Given the product [Cl:1][C:2]1[CH:3]=[CH:4][C:5]([N:8]2[C:13](=[O:14])[C:12]3[CH:15]=[N:16][N:17]([C:18]4[CH:23]=[CH:22][CH:21]=[CH:20][CH:19]=4)[C:11]=3[N:10]=[C:9]2[C:24]2[CH:36]=[CH:35][C:27]([C:28]3[NH:38][N:32]=[CH:31][N:30]=3)=[CH:26][CH:25]=2)=[CH:6][CH:7]=1, predict the reactants needed to synthesize it. The reactants are: [Cl:1][C:2]1[CH:7]=[CH:6][C:5]([N:8]2[C:13](=[O:14])[C:12]3[CH:15]=[N:16][N:17]([C:18]4[CH:23]=[CH:22][CH:21]=[CH:20][CH:19]=4)[C:11]=3[N:10]=[C:9]2[C:24]2[CH:36]=[CH:35][C:27]([C:28]([N:30]=[CH:31][N:32](C)C)=O)=[CH:26][CH:25]=2)=[CH:4][CH:3]=1.O.[NH2:38]N. (4) Given the product [Cl:47][CH2:46][CH2:45][N:43]1[CH:44]=[C:40]([C:18]2[CH:19]=[C:20]3[C:15](=[C:16]([C:30]([NH2:32])=[O:31])[CH:17]=2)[NH:14][CH:13]=[C:12]3[CH:9]2[CH2:10][CH2:11][N:6]([S:3]([CH2:1][CH3:2])(=[O:5])=[O:4])[CH2:7][CH2:8]2)[CH:41]=[N:42]1, predict the reactants needed to synthesize it. The reactants are: [CH2:1]([S:3]([N:6]1[CH2:11][CH2:10][CH:9]([C:12]2[C:20]3[C:15](=[C:16]([C:30]([NH2:32])=[O:31])[CH:17]=[C:18](B4OC(C)(C)C(C)(C)O4)[CH:19]=3)[NH:14][CH:13]=2)[CH2:8][CH2:7]1)(=[O:5])=[O:4])[CH3:2].C(=O)([O-])[O-].[Na+].[Na+].Br[C:40]1[CH:41]=[N:42][N:43]([CH2:45][CH2:46][Cl:47])[CH:44]=1.